From a dataset of Reaction yield outcomes from USPTO patents with 853,638 reactions. Predict the reaction yield, written as a fraction of the theoretical maximum amount of product (1.0 means a 100% yield; for example, 0.34 means a 34% yield). (1) The product is [CH:26]1([CH2:29][NH:30][C:2]2[C:7]3[N:8]=[C:9]([NH:12][C:13]4[CH:18]=[CH:17][C:16]([C:19]5[CH:20]=[N:21][N:22]([CH3:24])[CH:23]=5)=[CH:15][C:14]=4[CH3:25])[N:10]=[CH:11][C:6]=3[CH:5]=[CH:4][N:3]=2)[CH2:28][CH2:27]1. The catalyst is CN1C(=O)CCC1.C([O-])(O)=O.[Na+].CCOC(C)=O. The reactants are Cl[C:2]1[C:7]2[N:8]=[C:9]([NH:12][C:13]3[CH:18]=[CH:17][C:16]([C:19]4[CH:20]=[N:21][N:22]([CH3:24])[CH:23]=4)=[CH:15][C:14]=3[CH3:25])[N:10]=[CH:11][C:6]=2[CH:5]=[CH:4][N:3]=1.[CH:26]1([CH2:29][NH2:30])[CH2:28][CH2:27]1. The yield is 0.100. (2) The reactants are [CH3:1][O:2][C:3]1[CH:4]=[C:5]([CH:11]=[CH:12][C:13]([C:15]2[CH:20]=[CH:19][CH:18]=[C:17]([OH:21])[CH:16]=2)=[O:14])[CH:6]=[CH:7][C:8]=1[O:9][CH3:10].CCOC(C)=O. The catalyst is [Pd].CC(C)=O. The product is [CH3:1][O:2][C:3]1[CH:4]=[C:5]([CH2:11][CH2:12][C:13]([C:15]2[CH:20]=[CH:19][CH:18]=[C:17]([OH:21])[CH:16]=2)=[O:14])[CH:6]=[CH:7][C:8]=1[O:9][CH3:10]. The yield is 0.780. (3) The reactants are C[C:2]([CH3:5])([O-])C.[Na+].Br[C:8]1[S:12][C:11]([C:13]([O:15][CH2:16][CH3:17])=[O:14])=[CH:10][CH:9]=1.[NH:18]1[CH2:24][CH2:23]C[NH:21][CH2:20][CH2:19]1.C1(P(C2C=CC=CC=2)C2C=CC3C(=CC=CC=3)C=2C2C3C(=CC=CC=3)C=CC=2P(C2C=CC=CC=2)C2C=CC=CC=2)C=CC=CC=1. The catalyst is C1(C)C=CC=CC=1.CO.C([O-])(=O)C.[Pd+2].C([O-])(=O)C. The product is [CH2:24]([N:18]1[CH2:5][CH2:2][N:21]([C:8]2[S:12][C:11]([C:13]([O:15][CH2:16][CH3:17])=[O:14])=[CH:10][CH:9]=2)[CH2:20][CH2:19]1)[CH3:23]. The yield is 0.170. (4) The reactants are [C:1]([O:5][C:6]([N:8]([CH3:48])[C@@H:9]([CH3:47])[C:10]([NH:12][C@@H:13]([C:43]([CH3:46])([CH3:45])[CH3:44])[C:14]([N:16]1[C@H:25]([C:26](=[O:38])[NH:27][C@H:28]2[C:37]3[C:32](=[CH:33][CH:34]=[CH:35][CH:36]=3)[CH2:31][CH2:30][CH2:29]2)[CH2:24][C:23]2[C:18](=[CH:19][C:20]([C:39]([O:41]C)=[O:40])=[CH:21][CH:22]=2)[CH2:17]1)=[O:15])=[O:11])=[O:7])([CH3:4])([CH3:3])[CH3:2].[OH-].[Na+].CCOC(C)=O.Cl. The catalyst is C1COCC1.CO. The product is [C:1]([O:5][C:6]([N:8]([CH3:48])[C@@H:9]([CH3:47])[C:10]([NH:12][C@@H:13]([C:43]([CH3:46])([CH3:45])[CH3:44])[C:14]([N:16]1[C@H:25]([C:26](=[O:38])[NH:27][C@H:28]2[C:37]3[C:32](=[CH:33][CH:34]=[CH:35][CH:36]=3)[CH2:31][CH2:30][CH2:29]2)[CH2:24][C:23]2[C:18](=[CH:19][C:20]([C:39]([OH:41])=[O:40])=[CH:21][CH:22]=2)[CH2:17]1)=[O:15])=[O:11])=[O:7])([CH3:4])([CH3:3])[CH3:2]. The yield is 0.950. (5) The reactants are [H-].[Al+3].[Li+].[H-].[H-].[H-].[S:7]1[C:11]2[NH:12][C:13]([C:15](OC)=O)=[CH:14][C:10]=2[CH:9]=[CH:8]1.[H][H]. The catalyst is C1COCC1. The product is [CH3:15][C:13]1[NH:12][C:11]2[S:7][CH:8]=[CH:9][C:10]=2[CH:14]=1. The yield is 0.830. (6) The reactants are CO[CH2:3][N:4]([CH2:10][C:11]1[CH:16]=[CH:15][CH:14]=[CH:13][CH:12]=1)[CH2:5][Si](C)(C)C.[N+:17](/[CH:20]=[CH:21]/[C:22]1[CH:27]=[CH:26][CH:25]=[CH:24][CH:23]=1)([O-:19])=[O:18].FC(F)(F)C(O)=O. The catalyst is C(Cl)Cl. The product is [CH2:10]([N:4]1[CH2:5][CH:21]([C:22]2[CH:27]=[CH:26][CH:25]=[CH:24][CH:23]=2)[CH:20]([N+:17]([O-:19])=[O:18])[CH2:3]1)[C:11]1[CH:16]=[CH:15][CH:14]=[CH:13][CH:12]=1. The yield is 0.680.